From a dataset of Full USPTO retrosynthesis dataset with 1.9M reactions from patents (1976-2016). Predict the reactants needed to synthesize the given product. (1) Given the product [N+:31]([C:28]1[CH:29]=[CH:30][C:25]([N:15]2[CH2:20][CH2:19][O:18][CH2:17][C:16]2=[O:21])=[CH:26][CH:27]=1)([O-:33])=[O:32], predict the reactants needed to synthesize it. The reactants are: NC1C=CC(N2CCOCC2=O)=CC=1.[NH:15]1[CH2:20][CH2:19][O:18][CH2:17][C:16]1=[O:21].[H-].[Na+].F[C:25]1[CH:30]=[CH:29][C:28]([N+:31]([O-:33])=[O:32])=[CH:27][CH:26]=1. (2) Given the product [Cl:11][C:4]1[C:5]([C:6]#[N:7])=[CH:8][CH:9]=[CH:10][C:3]=1[CH2:2][NH2:12], predict the reactants needed to synthesize it. The reactants are: Br[CH2:2][C:3]1[C:4]([Cl:11])=[C:5]([CH:8]=[CH:9][CH:10]=1)[C:6]#[N:7].[N-:12]=[N+]=[N-].[Na+].C1(P(C2C=CC=CC=2)C2C=CC=CC=2)C=CC=CC=1.Cl. (3) Given the product [CH3:35][CH:6]1[CH2:7][C:8]2[CH:9]=[C:10]3[O:14][CH2:13][O:12][C:11]3=[CH:15][C:16]=2[C:17]([C:26]2[CH:31]=[CH:30][C:29]([N+:32]([O-:34])=[O:33])=[CH:28][CH:27]=2)=[N:18][N:19]1[C:20]1[N:25]=[CH:24][CH:23]=[CH:22][N:21]=1, predict the reactants needed to synthesize it. The reactants are: S(O[CH:6]([CH3:35])[CH2:7][C:8]1[C:16]([C:17]([C:26]2[CH:31]=[CH:30][C:29]([N+:32]([O-:34])=[O:33])=[CH:28][CH:27]=2)=[N:18][NH:19][C:20]2[N:25]=[CH:24][CH:23]=[CH:22][N:21]=2)=[CH:15][C:11]2[O:12][CH2:13][O:14][C:10]=2[CH:9]=1)(=O)(=O)C.[OH-].[Na+]. (4) Given the product [NH2:1][C:2]1[N:7]=[CH:6][N:5]=[C:4]2[N:8]([C:32]3[CH:33]=[CH:34][N:35]=[CH:36][CH:37]=3)[N:9]=[C:10]([C:11]3[CH:16]=[CH:15][C:14]([NH:17][C:18]([C:20]4[N:21]([CH3:29])[C:22]5[C:27]([CH:28]=4)=[CH:26][CH:25]=[CH:24][CH:23]=5)=[O:19])=[C:13]([O:30][CH3:31])[CH:12]=3)[C:3]=12, predict the reactants needed to synthesize it. The reactants are: [NH2:1][C:2]1[N:7]=[CH:6][N:5]=[C:4]2[N:8]([C:32]3[CH:37]=[CH:36][N+:35]([O-])=[CH:34][CH:33]=3)[N:9]=[C:10]([C:11]3[CH:16]=[CH:15][C:14]([NH:17][C:18]([C:20]4[N:21]([CH3:29])[C:22]5[C:27]([CH:28]=4)=[CH:26][CH:25]=[CH:24][CH:23]=5)=[O:19])=[C:13]([O:30][CH3:31])[CH:12]=3)[C:3]=12.O.[PH2]([O-])=O.[Na+].[PH2]([O-])=O.[Na+]. (5) Given the product [Cl:1][C:2]1[N:3]=[N:4][C:5]([NH:10][NH2:11])=[CH:6][CH:7]=1, predict the reactants needed to synthesize it. The reactants are: [Cl:1][C:2]1[N:3]=[N:4][C:5](Cl)=[CH:6][CH:7]=1.O.[NH2:10][NH2:11]. (6) Given the product [Cl:28][C:25]1[CH:26]=[C:27]2[C:22]([CH2:21][CH2:20][NH:19][C:18]2=[O:17])=[CH:23][CH:24]=1, predict the reactants needed to synthesize it. The reactants are: O=P12OP3(OP(OP(O3)(O1)=O)(=O)O2)=O.C([O:17][C:18](=O)[NH:19][CH2:20][CH2:21][C:22]1[CH:27]=[CH:26][C:25]([Cl:28])=[CH:24][CH:23]=1)C.CO.